This data is from Full USPTO retrosynthesis dataset with 1.9M reactions from patents (1976-2016). The task is: Predict the reactants needed to synthesize the given product. (1) Given the product [Br:2][C:3]1[CH:8]=[CH:7][C:6]([CH:9]2[CH2:10][CH2:11][N:12]([CH2:21][C:22]([F:25])([F:24])[F:23])[CH2:13][CH2:14]2)=[CH:5][CH:4]=1, predict the reactants needed to synthesize it. The reactants are: Cl.[Br:2][C:3]1[CH:8]=[CH:7][C:6]([CH:9]2[CH2:14][CH2:13][NH:12][CH2:11][CH2:10]2)=[CH:5][CH:4]=1.FC(F)(F)S(O[CH2:21][C:22]([F:25])([F:24])[F:23])(=O)=O.C(N(CC)C(C)C)(C)C. (2) Given the product [Cl:1][C:2]1[N:7]=[CH:6][C:5]2[C:8]([N:30]([CH2:58][C:55]3[CH:56]=[CH:57][C:52]([O:51][CH3:50])=[CH:53][CH:54]=3)[CH2:31][C:32]3[CH:33]=[CH:34][C:35]([O:38][CH3:39])=[CH:36][CH:37]=3)=[N:9][N:10]([C:11]([C:18]3[CH:23]=[CH:22][CH:21]=[CH:20][CH:19]=3)([C:24]3[CH:29]=[CH:28][CH:27]=[CH:26][CH:25]=3)[C:12]3[CH:13]=[CH:14][CH:15]=[CH:16][CH:17]=3)[C:4]=2[CH:3]=1, predict the reactants needed to synthesize it. The reactants are: [Cl:1][C:2]1[N:7]=[CH:6][C:5]2[C:8]([NH:30][CH2:31][C:32]3[CH:37]=[CH:36][C:35]([O:38][CH3:39])=[CH:34][CH:33]=3)=[N:9][N:10]([C:11]([C:24]3[CH:29]=[CH:28][CH:27]=[CH:26][CH:25]=3)([C:18]3[CH:23]=[CH:22][CH:21]=[CH:20][CH:19]=3)[C:12]3[CH:17]=[CH:16][CH:15]=[CH:14][CH:13]=3)[C:4]=2[CH:3]=1.[Li+].C[Si]([N-][Si](C)(C)C)(C)C.[CH3:50][O:51][C:52]1[CH:57]=[CH:56][C:55]([CH2:58]Br)=[CH:54][CH:53]=1.O. (3) Given the product [CH3:34][CH:33]([CH3:35])[CH2:32][C:31]([NH:23][C:21]1[CH:20]=[CH:19][CH:18]=[C:17]([CH2:16][O:15][N:14]=[C:7]([C:6]2[N:2]([CH3:1])[CH:3]=[N:4][CH:5]=2)[C:8]2[CH:9]=[CH:10][CH:11]=[CH:12][CH:13]=2)[N:22]=1)=[O:36], predict the reactants needed to synthesize it. The reactants are: [CH3:1][N:2]1[C:6]([C:7](=[N:14][O:15][CH2:16][C:17]2[N:22]=[C:21]([NH2:23])[CH:20]=[CH:19][CH:18]=2)[C:8]2[CH:13]=[CH:12][CH:11]=[CH:10][CH:9]=2)=[CH:5][N:4]=[CH:3]1.C(N(CC)CC)C.[C:31](O[C:31](=[O:36])[CH2:32][CH:33]([CH3:35])[CH3:34])(=[O:36])[CH2:32][CH:33]([CH3:35])[CH3:34]. (4) Given the product [CH3:31][C:8]1[CH:9]=[C:10]([S:13]([N:16]2[C:24]3[C:19](=[CH:20][C:21]([C:38]4[CH:39]=[CH:40][C:35]([C:34]([F:45])([F:44])[F:33])=[CH:36][CH:37]=4)=[CH:22][CH:23]=3)[C:18]([C:26]3[S:27][CH:28]=[CH:29][N:30]=3)=[CH:17]2)(=[O:14])=[O:15])[CH:11]=[CH:12][C:7]=1[O:6][CH2:5][C:4]([OH:3])=[O:32], predict the reactants needed to synthesize it. The reactants are: C([O:3][C:4](=[O:32])[CH2:5][O:6][C:7]1[CH:12]=[CH:11][C:10]([S:13]([N:16]2[C:24]3[C:19](=[CH:20][C:21](Br)=[CH:22][CH:23]=3)[C:18]([C:26]3[S:27][CH:28]=[CH:29][N:30]=3)=[CH:17]2)(=[O:15])=[O:14])=[CH:9][C:8]=1[CH3:31])C.[F:33][C:34]([F:45])([F:44])[C:35]1[CH:40]=[CH:39][C:38](B(O)O)=[CH:37][CH:36]=1.C(=O)([O-])[O-].[Na+].[Na+].